This data is from Full USPTO retrosynthesis dataset with 1.9M reactions from patents (1976-2016). The task is: Predict the reactants needed to synthesize the given product. (1) The reactants are: [OH:1][C:2]1[C:7]2[C@@:8]3([OH:45])[C@@:21]([O:25][CH3:26])([C@H:22]([OH:24])[CH2:23][C:6]=2[CH:5]=[C:4]([CH3:46])[C:3]=1[C:47]([O:49][CH3:50])=[O:48])[C:20](=[O:27])[C:19]1[C:10](=[CH:11][C:12]2[C:13](=[O:43])[C:14]([NH:30][C@@H:31]4[C@H:36]([O:37][CH3:38])[C@H:35]([OH:39])[C@@H:34]([O:40][CH3:41])[C@H:33]([CH3:42])[O:32]4)=[CH:15][C:16](=[O:29])[C:17]=2[C:18]=1[OH:28])[C:9]3=[O:44].[F:51][C:52]1[CH:57]=[CH:56][C:55]([Mg]Br)=[CH:54][CH:53]=1. Given the product [F:51][C:52]1[CH:57]=[CH:56][C:55]([C:13]2([OH:43])[C:12]3[CH:11]=[C:10]4[C:19]([C:20](=[O:27])[C@@:21]5([O:25][CH3:26])[C@@:8]([OH:45])([C:9]4=[O:44])[C:7]4[C:2]([OH:1])=[C:3]([C:47]([O:49][CH3:50])=[O:48])[C:4]([CH3:46])=[CH:5][C:6]=4[CH2:23][C@H:22]5[OH:24])=[C:18]([OH:28])[C:17]=3[C:16](=[O:29])[CH:15]=[C:14]2[NH:30][C@@H:31]2[C@H:36]([O:37][CH3:38])[C@H:35]([OH:39])[C@@H:34]([O:40][CH3:41])[C@H:33]([CH3:42])[O:32]2)=[CH:54][CH:53]=1, predict the reactants needed to synthesize it. (2) Given the product [Br:16][C:13]1[S:12][C:11]([CH2:1][CH2:2][CH2:3][CH2:4][CH2:5][CH2:6][CH2:7][CH2:8][CH2:9][CH3:10])=[CH:15][CH:14]=1, predict the reactants needed to synthesize it. The reactants are: [CH2:1]([C:11]1[S:12][CH:13]=[CH:14][CH:15]=1)[CH2:2][CH2:3][CH2:4][CH2:5][CH2:6][CH2:7][CH2:8][CH2:9][CH3:10].[Br:16]N1C(=O)CCC1=O.O.